Dataset: Experimentally validated miRNA-target interactions with 360,000+ pairs, plus equal number of negative samples. Task: Binary Classification. Given a miRNA mature sequence and a target amino acid sequence, predict their likelihood of interaction. (1) The miRNA is hsa-miR-124-3p with sequence UAAGGCACGCGGUGAAUGCCAA. The protein sequence of the target gene is MGVQGFQDYIEKHCPSAVVPVELQKLARGSLVGGGRQRPPQTPLRLLVDADNCLHRLYGGFYTDWVSGGQWNHMLGYLAALAKACFGGNIELFVFFNGALEKARLHEWVKRQGNERQTAQQIVSHVQNKGTPPPKVWFLPPVCMAHCIRLALIRFHVKVAQSIEDHHQEVIGFCRENGFHGLVAYDSDYALCNIPYYFSAHALKLSRNGKSLTTSQYLMHEVAKQLDLNPNRFPIFAALLGNHILPDEDLASFHWSLLGPEHPLASLKVRAHQLVLPPCDVVIKAVADYVRNIQDTSDLD.... Result: 1 (interaction). (2) The miRNA is mmu-miR-19b-3p with sequence UGUGCAAAUCCAUGCAAAACUGA. The protein sequence of the target gene is MSDSLDNEEKPPAPPLRMNSNNRDSSALNHSSKPLPMAPEEKNKKARLRSIFPGGGDKTNKKKEKERPEISLPSDFEHTIHVGFDAVTGEFTPDLYGSQMCPGKLPEGIPEQWARLLQTSNITKLEQKKNPQAVLDVLKFYDSKETVNNQKYMSFTSGDKSAHGYIAAHQSNTKTASEPPLAPPVSEEEDEEEEEEEDDNEPPPVIAPRPEHTKSIYTRSVVESIASPAAPNKEDIPPSAENANSTTLYRNTDRQRKKSKMTDEEILEKLRSIVSVGDPKKKYTRFEKIGQGASGTVYTA.... Result: 1 (interaction). (3) The miRNA is hsa-miR-4793-3p with sequence UCUGCACUGUGAGUUGGCUGGCU. The protein sequence of the target gene is MLRREARLRREYLYRKAREEAQRSAQERKERLRRALEENRLIPTELRREALALQGSLEFDDAGGEGVTSHVDDEYRWAGVEDPKVMITTSRDPSSRLKMFAKELKLVFPGAQRMNRGRHEVGALVRACKANGVTDLLVVHEHRGTPVGLIVSHLPFGPTAYFTLCNVVMRHDIPDLGTMSEAKPHLITHGFSSRLGKRVSDILRYLFPVPKDDSHRVITFANQDDYISFRHHVYKKTDHRNVELTEVGPRFELKLYMIRLGTLEQEATADVEWRWHPYTNTARKRVFLSTE. Result: 1 (interaction).